From a dataset of Forward reaction prediction with 1.9M reactions from USPTO patents (1976-2016). Predict the product of the given reaction. (1) Given the reactants [Br:1][C:2]1[CH:8]=[CH:7][C:5]([NH2:6])=[C:4]([Cl:9])[CH:3]=1.COCCOC.[F:16][C:17]([F:22])([F:21])[C:18](O)=O, predict the reaction product. The product is: [Br:1][C:2]1[CH:8]=[CH:7][C:5]([NH:6][CH2:18][C:17]([F:22])([F:21])[F:16])=[C:4]([Cl:9])[CH:3]=1. (2) Given the reactants Cl.[N:2]1[CH:7]=[CH:6][CH:5]=[CH:4][C:3]=1[CH2:8][C:9]([OH:11])=O.CN(C(ON1N=NC2C=CC=NC1=2)=[N+](C)C)C.F[P-](F)(F)(F)(F)F.[N:36]1[C:41]2[NH:42][CH:43]=[CH:44][C:40]=2[CH:39]=[C:38]([CH2:45][CH2:46][CH2:47][CH2:48][C:49]2[S:53][C:52]([NH2:54])=[N:51][N:50]=2)[N:37]=1.CCN(C(C)C)C(C)C, predict the reaction product. The product is: [N:36]1[C:41]2[NH:42][CH:43]=[CH:44][C:40]=2[CH:39]=[C:38]([CH2:45][CH2:46][CH2:47][CH2:48][C:49]2[S:53][C:52]([NH:54][C:9](=[O:11])[CH2:8][C:3]3[CH:4]=[CH:5][CH:6]=[CH:7][N:2]=3)=[N:51][N:50]=2)[N:37]=1.